From a dataset of Catalyst prediction with 721,799 reactions and 888 catalyst types from USPTO. Predict which catalyst facilitates the given reaction. Reactant: [N:1]1[CH:6]=[CH:5][C:4]([C:7]2[N:8]=[C:9](OS(C3C(C(C)C)=CC(C(C)C)=CC=3C(C)C)(=O)=O)[C:10]3[C:15]4[CH2:16][CH2:17][CH2:18][CH2:19][C:14]=4[S:13][C:11]=3[N:12]=2)=[CH:3][CH:2]=1.[C:39]1([CH2:45][C@H:46]([NH2:49])[CH2:47][NH2:48])C=CC=CC=1.CCN(CC)CC. Product: [N:1]1[CH:2]=[CH:3][C:4]([C:7]2[N:8]=[C:9]([NH:48][CH2:47][C@@H:46]([NH2:49])[CH2:45][CH3:39])[C:10]3[C:15]4[CH2:16][CH2:17][CH2:18][CH2:19][C:14]=4[S:13][C:11]=3[N:12]=2)=[CH:5][CH:6]=1. The catalyst class is: 44.